Dataset: Forward reaction prediction with 1.9M reactions from USPTO patents (1976-2016). Task: Predict the product of the given reaction. (1) Given the reactants [CH3:1][O:2][C:3](=[O:15])[CH2:4][C:5]1[C:13]2[C:8](=[N:9][CH:10]=[CH:11][CH:12]=2)[NH:7][C:6]=1[CH3:14].CCN(P1(N(C)CCCN1C)=NC(C)(C)C)CC.[Cl:34][C:35]1[CH:36]=[C:37]([S:42](Cl)(=[O:44])=[O:43])[CH:38]=[CH:39][C:40]=1[CH3:41], predict the reaction product. The product is: [CH3:1][O:2][C:3](=[O:15])[CH2:4][C:5]1[C:13]2[C:8](=[N:9][CH:10]=[CH:11][CH:12]=2)[N:7]([S:42]([C:37]2[CH:38]=[CH:39][C:40]([CH3:41])=[C:35]([Cl:34])[CH:36]=2)(=[O:43])=[O:44])[C:6]=1[CH3:14]. (2) Given the reactants OC1C=CC([C:8]([O:19][C:20]2[CH:25]=[CH:24][C:23]([CH:26]([CH3:28])[CH3:27])=[CH:22][CH:21]=2)([C:14](OCC)=O)[C:9]([O:11]CC)=[O:10])=CC=1.[OH-:29].[K+], predict the reaction product. The product is: [OH:29][C:20]1[CH:25]=[CH:24][C:23]([CH2:14][CH:8]([O:19][C:20]2[CH:21]=[CH:22][C:23]([CH:26]([CH3:28])[CH3:27])=[CH:24][CH:25]=2)[C:9]([OH:11])=[O:10])=[CH:22][CH:21]=1. (3) Given the reactants [Cl:1][C:2]1[CH:3]=[C:4]([N:9]2[C:13](=[O:14])[O:12][N:11]=[C:10]2[C:15]2[N:16]=[N:17][S:18][C:19]=2[CH2:20][OH:21])[CH:5]=[CH:6][C:7]=1[F:8].[CH3:22][S:23](Cl)(=[O:25])=[O:24], predict the reaction product. The product is: [CH3:22][S:23]([O:21][CH2:20][C:19]1[S:18][N:17]=[N:16][C:15]=1[C:10]1[N:9]([C:4]2[CH:5]=[CH:6][C:7]([F:8])=[C:2]([Cl:1])[CH:3]=2)[C:13](=[O:14])[O:12][N:11]=1)(=[O:25])=[O:24]. (4) Given the reactants [C:1]([C:5]1[CH:6]=[C:7]([OH:11])[CH:8]=[CH:9][CH:10]=1)([CH3:4])([CH3:3])[CH3:2].O[CH2:13][NH:14][C:15](=[O:18])[CH2:16][Cl:17].S(=O)(=O)(O)O.C([O-])(O)=O.[Na+], predict the reaction product. The product is: [C:1]([C:5]1[CH:10]=[CH:9][C:8]([CH2:13][NH:14][C:15](=[O:18])[CH2:16][Cl:17])=[C:7]([OH:11])[CH:6]=1)([CH3:4])([CH3:2])[CH3:3]. (5) The product is: [Cl:1][C:2]1[CH:7]=[CH:6][C:5]([CH:8]([C:21]2[CH:26]=[CH:25][C:24]([F:27])=[CH:23][CH:22]=2)[C:9]2[C:17]3[C:12](=[C:13]([CH2:18][S:19]([CH3:20])=[O:40])[CH:14]=[CH:15][CH:16]=3)[NH:11][CH:10]=2)=[C:4]([F:28])[CH:3]=1. Given the reactants [Cl:1][C:2]1[CH:7]=[CH:6][C:5]([CH:8]([C:21]2[CH:26]=[CH:25][C:24]([F:27])=[CH:23][CH:22]=2)[C:9]2[C:17]3[C:12](=[C:13]([CH2:18][S:19][CH3:20])[CH:14]=[CH:15][CH:16]=3)[NH:11][CH:10]=2)=[C:4]([F:28])[CH:3]=1.ClCCl.ClC1C=CC=C(C(OO)=[O:40])C=1, predict the reaction product.